This data is from NCI-60 drug combinations with 297,098 pairs across 59 cell lines. The task is: Regression. Given two drug SMILES strings and cell line genomic features, predict the synergy score measuring deviation from expected non-interaction effect. (1) Drug 1: C1CN(CCN1C(=O)CCBr)C(=O)CCBr. Drug 2: C1CN(P(=O)(OC1)NCCCl)CCCl. Cell line: 786-0. Synergy scores: CSS=23.9, Synergy_ZIP=-6.78, Synergy_Bliss=-0.836, Synergy_Loewe=-21.3, Synergy_HSA=0.0798. (2) Drug 2: COC1=C2C(=CC3=C1OC=C3)C=CC(=O)O2. Drug 1: CC(C)NC(=O)C1=CC=C(C=C1)CNNC.Cl. Synergy scores: CSS=-2.64, Synergy_ZIP=0.601, Synergy_Bliss=-0.931, Synergy_Loewe=-3.59, Synergy_HSA=-3.09. Cell line: OVCAR-8.